From a dataset of Forward reaction prediction with 1.9M reactions from USPTO patents (1976-2016). Predict the product of the given reaction. (1) Given the reactants FC1C=C2C(C(C3C=CC(N4CCC(N)CC4)=NC=3)=CN2)=CC=1.[F:24][C:25]1[CH:33]=[C:32]2[C:28]([C:29]([C:34]3[CH:35]=[CH:36][C:37]([N:40]4[CH2:45][CH2:44][CH:43]([NH:46][C:47](=[O:57])[CH2:48][NH:49]C(=O)OC(C)(C)C)[CH2:42][CH2:41]4)=[N:38][CH:39]=3)=[CH:30][NH:31]2)=[CH:27][CH:26]=1, predict the reaction product. The product is: [NH2:49][CH2:48][C:47]([NH:46][CH:43]1[CH2:44][CH2:45][N:40]([C:37]2[CH:36]=[CH:35][C:34]([C:29]3[C:28]4[C:32](=[CH:33][C:25]([F:24])=[CH:26][CH:27]=4)[NH:31][CH:30]=3)=[CH:39][N:38]=2)[CH2:41][CH2:42]1)=[O:57]. (2) Given the reactants F[C:2]1[CH:7]=[CH:6][CH:5]=[CH:4][C:3]=1[F:8].[NH:9]1[CH:13]=[CH:12][N:11]=[CH:10]1.C(=O)([O-])[O-].[K+].[K+], predict the reaction product. The product is: [F:8][C:3]1[CH:4]=[CH:5][CH:6]=[CH:7][C:2]=1[N:9]1[CH:13]=[CH:12][N:11]=[CH:10]1.